From a dataset of Reaction yield outcomes from USPTO patents with 853,638 reactions. Predict the reaction yield, written as a fraction of the theoretical maximum amount of product (1.0 means a 100% yield; for example, 0.34 means a 34% yield). (1) The reactants are [CH3:1][O:2][C:3]1[C:12]2[NH:11][C:10](=[O:13])[CH2:9][CH2:8][C:7]=2[C:6]([CH:14]=[O:15])=[CH:5][CH:4]=1.[CH2:16](O)[CH2:17][OH:18].C(=O)(O)[O-].[Na+]. The catalyst is C1(C)C=CC=CC=1.O.C1(C)C=CC(S(O)(=O)=O)=CC=1. The product is [O:15]1[CH2:16][CH2:17][O:18][CH:14]1[C:6]1[CH:5]=[CH:4][C:3]([O:2][CH3:1])=[C:12]2[C:7]=1[CH2:8][CH2:9][C:10](=[O:13])[NH:11]2. The yield is 0.700. (2) The reactants are [CH3:1][O:2][C:3]1[CH:4]=[C:5]([NH:11][C:12]2[C:13]([NH:22][S:23]([C:26]3[CH:34]=[CH:33][C:29]([C:30](O)=[O:31])=[CH:28][CH:27]=3)(=[O:25])=[O:24])=[N:14][C:15]3[C:20]([N:21]=2)=[CH:19][CH:18]=[CH:17][CH:16]=3)[CH:6]=[C:7]([O:9][CH3:10])[CH:8]=1.CCN=C=NCCCN(C)C.Cl.C1C=CC2N(O)N=NC=2C=1.CCN(C(C)C)C(C)C.[CH3:66][O:67][CH2:68][CH2:69][CH2:70][NH2:71]. The catalyst is CC(N(C)C)=O.C(#N)C. The product is [CH3:10][O:9][C:7]1[CH:6]=[C:5]([NH:11][C:12]2[C:13]([NH:22][S:23]([C:26]3[CH:34]=[CH:33][C:29]([C:30]([NH:71][CH2:70][CH2:69][CH2:68][O:67][CH3:66])=[O:31])=[CH:28][CH:27]=3)(=[O:25])=[O:24])=[N:14][C:15]3[C:20]([N:21]=2)=[CH:19][CH:18]=[CH:17][CH:16]=3)[CH:4]=[C:3]([O:2][CH3:1])[CH:8]=1. The yield is 0.660.